Dataset: Reaction yield outcomes from USPTO patents with 853,638 reactions. Task: Predict the reaction yield, written as a fraction of the theoretical maximum amount of product (1.0 means a 100% yield; for example, 0.34 means a 34% yield). (1) The yield is 0.680. The product is [Br:14][CH2:15][B:1]1[O:6][C:7]([CH3:8])([CH3:9])[C:11]([CH3:12])([CH3:13])[O:10]1. The reactants are [B:1]([O:10][CH:11]([CH3:13])[CH3:12])([O:6][CH:7]([CH3:9])[CH3:8])OC(C)C.[Br:14][CH2:15]Br.C([Li])CCC.CS(O)(=O)=O.OC(C(O)(C)C)(C)C. The catalyst is O1CCCC1. (2) The reactants are [F:1][C:2]([F:17])([F:16])[C:3]1[CH:8]=[CH:7][C:6]([NH:9][N:10]=[C:11]([C:14]#[N:15])[C:12]#[N:13])=[CH:5][CH:4]=1.FC(F)(F)C1C=CC(N)=CC=1.C(#N)CC#N.O.[NH2:35][NH2:36]. No catalyst specified. The product is [NH2:15][C:14]1[C:11](=[N:10][NH:9][C:6]2[CH:7]=[CH:8][C:3]([C:2]([F:1])([F:16])[F:17])=[CH:4][CH:5]=2)[C:12]([NH2:13])=[N:36][N:35]=1. The yield is 0.500. (3) The reactants are [F:1][C:2]1[CH:3]=[C:4]([CH:13]([C:21]2[O:25][CH:24]=[N:23][CH:22]=2)[NH:14]S(C(C)(C)C)=O)[CH:5]=[CH:6][C:7]=1[O:8][C:9]([F:12])([F:11])[F:10].C(Cl)[Cl:27].Cl. The catalyst is CCOCC. The product is [ClH:27].[F:1][C:2]1[CH:3]=[C:4]([CH:13]([C:21]2[O:25][CH:24]=[N:23][CH:22]=2)[NH2:14])[CH:5]=[CH:6][C:7]=1[O:8][C:9]([F:10])([F:11])[F:12]. The yield is 0.476. (4) The reactants are [CH2:1]([O:8][C:9]1[C:17]2[N:16]=[C:15]([CH:18]3[CH2:20][CH2:19]3)[N:14]([CH3:21])[C:13]=2[CH:12]=[C:11](Br)[CH:10]=1)[C:2]1[CH:7]=[CH:6][CH:5]=[CH:4][CH:3]=1.C1(P(C2C=CC=CC=2)C2C=CC=CC=2)C=CC=CC=1.[CH3:42][NH:43][CH3:44].[C:45](=[O:47])=O. The catalyst is O1CCCC1.C([O-])(=O)C.[Pd+2].C([O-])(=O)C. The product is [CH3:42][N:43]([CH3:44])[C:45]([C:11]1[CH:10]=[C:9]([O:8][CH2:1][C:2]2[CH:7]=[CH:6][CH:5]=[CH:4][CH:3]=2)[C:17]2[N:16]=[C:15]([CH:18]3[CH2:20][CH2:19]3)[N:14]([CH3:21])[C:13]=2[CH:12]=1)=[O:47]. The yield is 1.00. (5) The reactants are [Cl:1][C:2]1[CH:3]=[C:4]([CH:22]=[CH:23][C:24]=1[Cl:25])[CH2:5][C:6]1[N:7]=[C:8]([N:16]2[CH2:21][CH2:20][O:19][CH2:18][CH2:17]2)[S:9][C:10]=1[C:11](OCC)=[O:12].[H-].[H-].[H-].[H-].[Li+].[Al+3]. The catalyst is C1COCC1. The product is [Cl:1][C:2]1[CH:3]=[C:4]([CH:22]=[CH:23][C:24]=1[Cl:25])[CH2:5][C:6]1[N:7]=[C:8]([N:16]2[CH2:17][CH2:18][O:19][CH2:20][CH2:21]2)[S:9][C:10]=1[CH2:11][OH:12]. The yield is 0.650.